Dataset: Reaction yield outcomes from USPTO patents with 853,638 reactions. Task: Predict the reaction yield, written as a fraction of the theoretical maximum amount of product (1.0 means a 100% yield; for example, 0.34 means a 34% yield). (1) The reactants are N1C2C(=NC=CC=2)N([N:10]2[C:14](/[CH:15]=[C:16]3\[C:17](=[O:26])[NH:18][C:19]4[C:24]\3=[CH:23][C:22]([F:25])=[CH:21][CH:20]=4)=[C:13]([CH3:27])[C:12]([C:28]([O-:30])=O)=[C:11]2[CH3:31])N=1.[CH3:32][CH2:33][N:34](C(C)C)C(C)C.[CH3:41][N:42]([CH:44]=[O:45])C. No catalyst specified. The product is [O:45]=[C:44]1[C@@H:33]([NH:34][C:28]([C:12]2[C:13]([CH3:27])=[C:14](/[CH:15]=[C:16]3\[C:17](=[O:26])[NH:18][C:19]4[C:24]\3=[CH:23][C:22]([F:25])=[CH:21][CH:20]=4)[NH:10][C:11]=2[CH3:31])=[O:30])[CH2:32][CH2:41][NH:42]1. The yield is 0.270. (2) The reactants are [Cl:1][C:2]1[CH:7]=[CH:6][C:5]([C:8]2([CH:11]=[N:12][OH:13])[CH2:10][CH2:9]2)=[CH:4][CH:3]=1.ClN1C(=O)CCC1=O.C(N(CC)CC)C.[CH2:29]=[C:30]1[CH2:34][N:33]([C:35]([O:37][C:38]([CH3:41])([CH3:40])[CH3:39])=[O:36])[C@H:32]([C:42]([O:44][CH3:45])=[O:43])[CH2:31]1. The catalyst is CN(C=O)C.C(OCC)(=O)C. The product is [Cl:1][C:2]1[CH:3]=[CH:4][C:5]([C:8]2([C:11]3[CH2:29][C:30]4([CH2:31][C@@H:32]([C:42]([O:44][CH3:45])=[O:43])[N:33]([C:35]([O:37][C:38]([CH3:39])([CH3:41])[CH3:40])=[O:36])[CH2:34]4)[O:13][N:12]=3)[CH2:9][CH2:10]2)=[CH:6][CH:7]=1. The yield is 0.390. (3) The reactants are [CH3:1][O:2][C:3](=[O:12])[C:4]1[C:9](I)=[CH:8][CH:7]=[CH:6][C:5]=1[F:11].C([Mg]Cl)(C)C.C(O[B:22]1[O:26][C:25]([CH3:28])([CH3:27])[C:24]([CH3:30])([CH3:29])[O:23]1)(C)C.[NH4+].[Cl-]. The catalyst is C1COCC1. The product is [CH3:1][O:2][C:3](=[O:12])[C:4]1[C:9]([B:22]2[O:26][C:25]([CH3:28])([CH3:27])[C:24]([CH3:30])([CH3:29])[O:23]2)=[CH:8][CH:7]=[CH:6][C:5]=1[F:11]. The yield is 0.750. (4) The reactants are Br[CH2:2][C:3]([C:5]1[CH:31]=[CH:30][C:8]2[N:9]([C:12]3[CH:13]=[C:14]([NH:26][C:27](=[O:29])[CH3:28])[CH:15]=[C:16]([C:18]4[CH:23]=[CH:22][C:21]([F:24])=[CH:20][C:19]=4[F:25])[CH:17]=3)[CH:10]=[N:11][C:7]=2[CH:6]=1)=O.[NH2:32][C:33]([NH2:35])=[S:34]. The catalyst is C(O)C. The product is [NH2:35][C:33]1[S:34][C:3]([C:5]2[CH:31]=[CH:30][C:8]3[N:9]([C:12]4[CH:13]=[C:14]([NH:26][C:27](=[O:29])[CH3:28])[CH:15]=[C:16]([C:18]5[CH:23]=[CH:22][C:21]([F:24])=[CH:20][C:19]=5[F:25])[CH:17]=4)[CH:10]=[N:11][C:7]=3[CH:6]=2)=[CH:2][N:32]=1. The yield is 0.147. (5) The yield is 0.500. The catalyst is CCCCCCC. The reactants are Cl.[Cl:2][C:3]1[CH:4]=[C:5]2[C:9](=[CH:10][CH:11]=1)[NH:8][CH:7]=[C:6]2[CH2:12][CH2:13][NH2:14].CN(C([O:22][N:23]1N=N[C:25]2[CH:26]=[CH:27][CH:28]=N[C:24]1=2)=[N+](C)C)C.F[P-](F)(F)(F)(F)F.C(N(CC)[CH:43]([CH3:45])[CH3:44])(C)C.[C:48](OCC)(=[O:50])C.[CH3:54]N(C=O)C. The product is [Cl:2][C:3]1[CH:4]=[C:5]2[C:9](=[CH:10][CH:11]=1)[NH:8][CH:7]=[C:6]2[CH2:12][CH2:13][NH:14][C:48]([C:24]1[CH:25]=[C:26]([CH:27]2[CH2:28][CH2:44][CH2:43][CH2:45][CH2:54]2)[O:22][N:23]=1)=[O:50].